Task: Predict the reaction yield, written as a fraction of the theoretical maximum amount of product (1.0 means a 100% yield; for example, 0.34 means a 34% yield).. Dataset: Reaction yield outcomes from USPTO patents with 853,638 reactions (1) The reactants are [C:1]([O:5][C:6](=[O:18])[NH:7][C:8]1([C:16]#[CH:17])[CH2:13][O:12][C:11]([CH3:15])([CH3:14])[O:10][CH2:9]1)([CH3:4])([CH3:3])[CH3:2].C#CCCCCCC.I[C:28]1[CH:45]=[CH:44][C:31]([O:32][CH2:33][CH2:34][C:35]2[CH:36]3[CH2:41][CH:38]([CH2:39][CH:40]=2)[C:37]3([CH3:43])[CH3:42])=[CH:30][CH:29]=1.IC1C=C2C(=CC=1)CN(C(C1C=CC=CC=1)(C1C=CC=CC=1)C1C=CC=CC=1)C2. No catalyst specified. The product is [C:1]([O:5][C:6](=[O:18])[NH:7][C:8]1([C:16]#[C:17][C:28]2[CH:29]=[CH:30][C:31]([O:32][CH2:33][CH2:34][C:35]3[CH:36]4[CH2:41][CH:38]([CH2:39][CH:40]=3)[C:37]4([CH3:43])[CH3:42])=[CH:44][CH:45]=2)[CH2:13][O:12][C:11]([CH3:15])([CH3:14])[O:10][CH2:9]1)([CH3:4])([CH3:3])[CH3:2]. The yield is 0.660. (2) The yield is 0.730. The product is [Cl:1][C:2]1[CH:9]=[C:8]([Cl:10])[CH:7]=[CH:6][C:3]=1[CH:4]([OH:5])[C:15]1[CH:16]=[CH:17][C:12]([Cl:11])=[CH:13][CH:14]=1. The reactants are [Cl:1][C:2]1[CH:9]=[C:8]([Cl:10])[CH:7]=[CH:6][C:3]=1[CH:4]=[O:5].[Cl:11][C:12]1[CH:17]=[CH:16][C:15]([Mg]Br)=[CH:14][CH:13]=1. The catalyst is C(OCC)C.